This data is from Forward reaction prediction with 1.9M reactions from USPTO patents (1976-2016). The task is: Predict the product of the given reaction. (1) Given the reactants [CH3:1][S:2]([C:5]1[CH:6]=[CH:7][C:8]2[C:13](=[O:14])OC(=O)[NH:10][C:9]=2[CH:16]=1)(=[O:4])=[O:3].[CH:17]([C:21]1[CH:27]=[CH:26][C:24]([NH2:25])=[CH:23][CH:22]=1)([CH2:19][CH3:20])[CH3:18], predict the reaction product. The product is: [NH2:10][C:9]1[CH:16]=[C:5]([S:2]([CH3:1])(=[O:3])=[O:4])[CH:6]=[CH:7][C:8]=1[C:13]([NH:25][C:24]1[CH:26]=[CH:27][C:21]([CH:17]([CH2:19][CH3:20])[CH3:18])=[CH:22][CH:23]=1)=[O:14]. (2) Given the reactants [CH3:1][O:2][C:3]([CH:5]1[CH2:9][CH2:8][CH:7]([CH2:10][CH2:11][CH2:12][NH:13]C(OC(C)(C)C)=O)[O:6]1)=[O:4].[ClH:21].COC(C1OC(CCCN)=CC=1)=O, predict the reaction product. The product is: [ClH:21].[CH3:1][O:2][C:3]([CH:5]1[CH2:9][CH2:8][CH:7]([CH2:10][CH2:11][CH2:12][NH2:13])[O:6]1)=[O:4]. (3) Given the reactants C(O[C:4](=[O:14])[C:5](CC)(Br)[C:6]([O:8][CH2:9][CH3:10])=[O:7])C.[C:15]([NH2:18])(=[S:17])[CH3:16], predict the reaction product. The product is: [CH2:9]([O:8][C:6]([C:5]1[S:17][C:15]([CH3:16])=[N:18][C:4]=1[OH:14])=[O:7])[CH3:10]. (4) Given the reactants [Cl:1][C:2]1[CH:7]=[C:6]([F:8])[C:5]([F:9])=[CH:4][C:3]=1[C:10]1[CH:15]=[CH:14][C:13]([OH:16])=[CH:12][CH:11]=1.Br[CH2:18][C:19]1[C:27]2[O:26][N:25]=[C:24]([O:28][C:29]([C:42]3[CH:47]=[CH:46][CH:45]=[CH:44][CH:43]=3)([C:36]3[CH:41]=[CH:40][CH:39]=[CH:38][CH:37]=3)[C:30]3[CH:35]=[CH:34][CH:33]=[CH:32][CH:31]=3)[C:23]=2[CH:22]=[CH:21][CH:20]=1.C(=O)([O-])[O-].[K+].[K+], predict the reaction product. The product is: [Cl:1][C:2]1[CH:7]=[C:6]([F:8])[C:5]([F:9])=[CH:4][C:3]=1[C:10]1[CH:11]=[CH:12][C:13]([O:16][CH2:18][C:19]2[C:27]3[O:26][N:25]=[C:24]([O:28][C:29]([C:30]4[CH:35]=[CH:34][CH:33]=[CH:32][CH:31]=4)([C:42]4[CH:43]=[CH:44][CH:45]=[CH:46][CH:47]=4)[C:36]4[CH:41]=[CH:40][CH:39]=[CH:38][CH:37]=4)[C:23]=3[CH:22]=[CH:21][CH:20]=2)=[CH:14][CH:15]=1. (5) Given the reactants [C:1]([C:3]1[CH:8]=[CH:7][C:6]([NH:9][CH2:10][CH2:11][N:12]([CH2:22][CH:23]2[CH2:28][CH2:27][CH2:26][CH2:25][CH2:24]2)[S:13]([C:16]2[CH:21]=[CH:20][CH:19]=[CH:18][N:17]=2)(=[O:15])=[O:14])=[C:5]([F:29])[CH:4]=1)#[N:2].ClCC1NC=NC=1.Cl.NC1C=CC=CC=1.[H-].[Na+].Cl[CH2:48][C:49]1[N:53]([CH3:54])[CH:52]=[N:51][CH:50]=1, predict the reaction product. The product is: [NH2:9][CH2:10][CH2:11][N:12]([CH2:22][CH:23]1[CH2:28][CH2:27][CH2:26][CH2:25][CH2:24]1)[S:13]([C:16]1[CH:21]=[CH:20][CH:19]=[CH:18][N:17]=1)(=[O:15])=[O:14].[C:1]([C:3]1[CH:8]=[CH:7][C:6]([N:9]([CH2:48][C:49]2[N:53]([CH3:54])[CH:52]=[N:51][CH:50]=2)[CH2:10][CH2:11][N:12]([CH2:22][CH:23]2[CH2:24][CH2:25][CH2:26][CH2:27][CH2:28]2)[S:13]([C:16]2[CH:21]=[CH:20][CH:19]=[CH:18][N:17]=2)(=[O:15])=[O:14])=[C:5]([F:29])[CH:4]=1)#[N:2]. (6) Given the reactants [NH2:1][CH2:2][CH2:3][C:4]1[CH:9]=[CH:8][C:7]([CH2:10][CH2:11][C:12]2[N:13]=[C:14]([NH:17][C:18](=[O:20])[CH3:19])[S:15][CH:16]=2)=[CH:6][CH:5]=1.CS[C:23]1[N:24](C(OCC)=O)[CH2:25][CH2:26][N:27]=1.CC(O)=O.C([O-])(O)=O.[Na+], predict the reaction product. The product is: [NH:27]1[CH2:26][CH2:25][N:24]=[C:23]1[NH:1][CH2:2][CH2:3][C:4]1[CH:9]=[CH:8][C:7]([CH2:10][CH2:11][C:12]2[N:13]=[C:14]([NH:17][C:18](=[O:20])[CH3:19])[S:15][CH:16]=2)=[CH:6][CH:5]=1.